From a dataset of Full USPTO retrosynthesis dataset with 1.9M reactions from patents (1976-2016). Predict the reactants needed to synthesize the given product. (1) Given the product [C:1]([C:3]1[N:4]=[C:5]([CH2:19][OH:20])[NH:6][C:7]=1[C:8]1[CH:16]=[C:12]([CH:11]=[CH:10][C:9]=1[CH3:18])[C:13]([OH:15])=[O:14])#[N:2], predict the reactants needed to synthesize it. The reactants are: [C:1]([C:3]1[N:4]=[C:5]([CH2:19][OH:20])[NH:6][C:7]=1[C:8]1[C:9]([CH3:18])=[CH:10][C:11](C)=[C:12]([CH:16]=1)[C:13]([OH:15])=[O:14])#[N:2].CC1C=CC(C(OC)=O)=CC=1B1OC(C)(C)C(C)(C)O1.CC1C=C(C)C(B2OC(C)(C)C(C)(C)O2)=CC=1C(OC)=O. (2) Given the product [C:24]([O:23][C:21](=[O:22])[NH:20][C:10]1[C:11]2[C:12](=[N:13][CH:14]=[C:15]([C:53]3[CH:54]=[CH:55][C:50]([C@H:48]([NH:47][C:46]4[C:41]([C:39](=[O:40])[NH:38][C@H:36]([C:31]5[CH:32]=[CH:33][C:34]([F:35])=[C:29]([F:28])[CH:30]=5)[CH3:37])=[N:42][C:43]([C:57]#[N:58])=[CH:44][N:45]=4)[CH3:49])=[CH:51][N:52]=3)[CH:16]=2)[NH:8][N:9]=1)([CH3:25])([CH3:26])[CH3:27], predict the reactants needed to synthesize it. The reactants are: C(OC([N:8]1[C:12]2=[N:13][CH:14]=[C:15](B(O)O)[CH:16]=[C:11]2[C:10]([NH:20][C:21]([O:23][C:24]([CH3:27])([CH3:26])[CH3:25])=[O:22])=[N:9]1)=O)(C)(C)C.[F:28][C:29]1[CH:30]=[C:31]([C@@H:36]([NH:38][C:39]([C:41]2[C:46]([NH:47][C@@H:48]([C:50]3[CH:51]=[N:52][C:53](Br)=[CH:54][CH:55]=3)[CH3:49])=[N:45][CH:44]=[C:43]([C:57]#[N:58])[N:42]=2)=[O:40])[CH3:37])[CH:32]=[CH:33][C:34]=1[F:35].O1CCOCC1.C(=O)(O)[O-].[Na+].O. (3) The reactants are: [C:1]([O:4][CH2:5][CH2:6][NH:7][C:8]1[C:9]([NH2:25])=[C:10]2[C:15](=[CH:16][CH:17]=1)[C:14](=[O:18])[N:13]([CH2:19][CH2:20][O:21][C:22](=[O:24])[CH3:23])[CH:12]=[CH:11]2)(=[O:3])[CH3:2].[F:26][C:27]1[C:32]([C:33]([F:36])([F:35])[F:34])=[CH:31][CH:30]=[CH:29][C:28]=1[CH2:37][C:38](O)=[O:39].F[P-](F)(F)(F)(F)F.C[N+](C)=C(N(C)C)ON1C2N=CC=CC=2N=N1.C(N(CC)C(C)C)(C)C.C(Cl)Cl. Given the product [C:1]([O:4][CH2:5][CH2:6][NH:7][C:8]1[C:9]([NH:25][C:38](=[O:39])[CH2:37][C:28]2[CH:29]=[CH:30][CH:31]=[C:32]([C:33]([F:34])([F:35])[F:36])[C:27]=2[F:26])=[C:10]2[C:15](=[CH:16][CH:17]=1)[C:14](=[O:18])[N:13]([CH2:19][CH2:20][O:21][C:22](=[O:24])[CH3:23])[CH:12]=[CH:11]2)(=[O:3])[CH3:2], predict the reactants needed to synthesize it. (4) Given the product [F:1][C:2]([F:6])([CH3:5])[CH2:3][O:4][C:14]1[C:23]([CH3:24])=[CH:22][C:17]([C:18]([OH:20])=[O:19])=[CH:16][N:15]=1, predict the reactants needed to synthesize it. The reactants are: [F:1][C:2]([F:6])([CH3:5])[CH2:3][OH:4].CC(C)([O-])C.[K+].F[C:14]1[C:23]([CH3:24])=[CH:22][C:17]([C:18]([O:20]C)=[O:19])=[CH:16][N:15]=1.[OH-].[Na+]. (5) The reactants are: [NH2:1][C:2]1[C:3]([C:23]#[N:24])=[C:4]([CH:20]=[CH:21][CH:22]=1)[O:5][CH2:6][C:7]([CH3:19])([CH3:18])[C:8]([O:10]CC1C=CC=CC=1)=[O:9].O=[C:26]([CH3:33])[CH2:27][C:28]([O:30][CH2:31][CH3:32])=[O:29]. Given the product [NH2:24][C:23]1[C:3]2[C:2](=[CH:22][CH:21]=[CH:20][C:4]=2[O:5][CH2:6][C:7]([CH3:18])([CH3:19])[C:8]([OH:10])=[O:9])[N:1]=[C:26]([CH3:33])[C:27]=1[C:28]([O:30][CH2:31][CH3:32])=[O:29], predict the reactants needed to synthesize it. (6) Given the product [F:32][C:33]1[CH:38]=[C:37]([C:2]2[C:3](=[O:31])[N:4]([CH2:23][CH2:24][C:25]3[CH:26]=[CH:27][CH:28]=[CH:29][CH:30]=3)[C:5]([C:9]3[CH:14]=[CH:13][CH:12]=[CH:11][C:10]=3[OH:15])=[N:6][C:7]=2[CH3:8])[CH:36]=[CH:35][CH:34]=1, predict the reactants needed to synthesize it. The reactants are: I[C:2]1[C:3](=[O:31])[N:4]([CH2:23][CH2:24][C:25]2[CH:30]=[CH:29][CH:28]=[CH:27][CH:26]=2)[C:5]([C:9]2[CH:14]=[CH:13][CH:12]=[CH:11][C:10]=2[O:15]CC2C=CC=CC=2)=[N:6][C:7]=1[CH3:8].[F:32][C:33]1[CH:34]=[C:35](B(O)O)[CH:36]=[CH:37][CH:38]=1.S1C=CC(B(O)O)=C1. (7) Given the product [Si:1]([O:8][CH2:9][C:10]([C:20]1[CH:21]=[CH:22][C:17]([Cl:16])=[C:18]([F:25])[CH:19]=1)=[O:11])([C:4]([CH3:7])([CH3:6])[CH3:5])([CH3:3])[CH3:2], predict the reactants needed to synthesize it. The reactants are: [Si:1]([O:8][CH2:9][C:10](N(OC)C)=[O:11])([C:4]([CH3:7])([CH3:6])[CH3:5])([CH3:3])[CH3:2].[Cl:16][C:17]1[CH:22]=[CH:21][C:20]([Mg]Br)=[CH:19][C:18]=1[F:25].[NH4+].[Cl-].